Dataset: Full USPTO retrosynthesis dataset with 1.9M reactions from patents (1976-2016). Task: Predict the reactants needed to synthesize the given product. (1) Given the product [CH2:1]([C:3]1[S:28][C:6]2[N:7]([CH2:13][C:14]3[CH:19]=[CH:18][C:17]([C:20]4[CH:25]=[CH:24][CH:23]=[CH:22][C:21]=4[C:26]4[NH:48][C:49](=[O:52])[O:50][N:27]=4)=[CH:16][CH:15]=3)[C:8](=[O:12])[N:9]([CH2:30][C:31](=[O:32])[C:33]3[S:34][C:35]([C:38]4[CH:43]=[CH:42][CH:41]=[CH:40][N:39]=4)=[CH:36][CH:37]=3)[C:10](=[O:11])[C:5]=2[CH:4]=1)[CH3:2], predict the reactants needed to synthesize it. The reactants are: [CH2:1]([C:3]1[S:28][C:6]2[N:7]([CH2:13][C:14]3[CH:19]=[CH:18][C:17]([C:20]4[C:21]([C:26]#[N:27])=[CH:22][CH:23]=[CH:24][CH:25]=4)=[CH:16][CH:15]=3)[C:8](=[O:12])[NH:9][C:10](=[O:11])[C:5]=2[CH:4]=1)[CH3:2].Br[CH2:30][C:31]([C:33]1[S:34][C:35]([C:38]2[CH:43]=[CH:42][CH:41]=[CH:40][N:39]=2)=[CH:36][CH:37]=1)=[O:32].[H-].[Na+].[Cl-].O[NH3+:48].[C:49](=[O:52])([O-])[OH:50].[Na+]. (2) Given the product [Cl:1][C:2]1[CH:3]=[C:4]([CH2:17][N:18]2[C:22]([CH3:23])=[CH:21][C:20]([C:24]([NH:26][C:27]3[CH:32]=[CH:31][C:30]([CH:33]=[O:38])=[CH:29][N:28]=3)=[O:25])=[N:19]2)[C:5]2[O:9][C:8]([C:10]3[CH:15]=[CH:14][CH:13]=[CH:12][CH:11]=3)=[CH:7][C:6]=2[CH:16]=1, predict the reactants needed to synthesize it. The reactants are: [Cl:1][C:2]1[CH:3]=[C:4]([CH2:17][N:18]2[C:22]([CH3:23])=[CH:21][C:20]([C:24]([NH:26][C:27]3[CH:32]=[CH:31][C:30]([CH:33]=C)=[CH:29][N:28]=3)=[O:25])=[N:19]2)[C:5]2[O:9][C:8]([C:10]3[CH:15]=[CH:14][CH:13]=[CH:12][CH:11]=3)=[CH:7][C:6]=2[CH:16]=1.C1C[O:38]CC1. (3) Given the product [NH2:17][C:3]1[CH:4]=[C:5]([CH:6]=[C:7]([N:8]2[CH2:9][CH2:10][N:11]([CH3:14])[CH2:12][CH2:13]2)[C:2]=1[Cl:1])[C:15]#[N:16], predict the reactants needed to synthesize it. The reactants are: [Cl:1][C:2]1[C:7]([N:8]2[CH2:13][CH2:12][N:11]([CH3:14])[CH2:10][CH2:9]2)=[CH:6][C:5]([C:15]#[N:16])=[CH:4][C:3]=1[NH:17]C(=O)OC(C)(C)C.C(O)(C(F)(F)F)=O. (4) Given the product [CH2:33]([NH:35][C:15](=[O:16])[CH2:14][N:10]1[C@@H:9]([C:18]2[CH:23]=[CH:22][CH:21]=[CH:20][C:19]=2[F:24])[C:8]([C:25]2[CH:30]=[CH:29][C:28]([F:31])=[CH:27][CH:26]=2)([C:5]2[CH:4]=[CH:3][C:2]([F:1])=[CH:7][CH:6]=2)[O:12][C:11]1=[O:13])[CH3:34], predict the reactants needed to synthesize it. The reactants are: [F:1][C:2]1[CH:7]=[CH:6][C:5]([C:8]2([C:25]3[CH:30]=[CH:29][C:28]([F:31])=[CH:27][CH:26]=3)[O:12][C:11](=[O:13])[N:10]([CH2:14][C:15](O)=[O:16])[CH:9]2[C:18]2[CH:23]=[CH:22][CH:21]=[CH:20][C:19]=2[F:24])=[CH:4][CH:3]=1.Cl.[CH2:33]([NH2:35])[CH3:34]. (5) The reactants are: [CH2:1](Br)[C:2]1[CH:7]=[CH:6][CH:5]=[CH:4][CH:3]=1.C(O)C.[CH2:12]([O:14][C:15](=[O:22])[C:16]1[CH:21]=[CH:20][N:19]=[CH:18][CH:17]=1)[CH3:13]. Given the product [CH2:1]([N:19]1[CH2:18][CH:17]=[C:16]([C:15]([O:14][CH2:12][CH3:13])=[O:22])[CH2:21][CH2:20]1)[C:2]1[CH:7]=[CH:6][CH:5]=[CH:4][CH:3]=1, predict the reactants needed to synthesize it. (6) Given the product [CH3:27][N:6]1[CH2:5][C:4]2([CH3:28])[CH2:1][CH:2]=[C:19]([C:21]3[CH:22]=[CH:23][N:24]=[CH:25][CH:26]=3)[CH2:18][N:10]3[C:9]2=[C:8]([C:16]2[CH:15]=[C:14]([CH3:17])[CH:13]=[CH:12][C:11]=23)[CH2:7]1, predict the reactants needed to synthesize it. The reactants are: [CH2:1]([C:4]1([CH3:28])[C:9]2[N:10]([CH2:18][C:19]([C:21]3[CH:26]=[CH:25][N:24]=[CH:23][CH:22]=3)=C)[C:11]3[CH:12]=[CH:13][C:14]([CH3:17])=[CH:15][C:16]=3[C:8]=2[CH2:7][N:6]([CH3:27])[CH2:5]1)[CH:2]=C. (7) Given the product [CH3:1][O:2][C:3]1[CH:8]=[C:7]([NH:9][C:10]2[C:11]3[CH:18]=[C:17]([C:19]4[CH:24]=[CH:23][C:22]([CH2:25][N:27]5[CH2:32][CH2:31][O:30][CH2:29][CH2:28]5)=[CH:21][CH:20]=4)[NH:16][C:12]=3[N:13]=[CH:14][N:15]=2)[CH:6]=[CH:5][N:4]=1, predict the reactants needed to synthesize it. The reactants are: [CH3:1][O:2][C:3]1[CH:8]=[C:7]([NH:9][C:10]2[C:11]3[CH:18]=[C:17]([C:19]4[CH:24]=[CH:23][C:22]([CH2:25]Cl)=[CH:21][CH:20]=4)[NH:16][C:12]=3[N:13]=[CH:14][N:15]=2)[CH:6]=[CH:5][N:4]=1.[NH:27]1[CH2:32][CH2:31][O:30][CH2:29][CH2:28]1.N[C@H](C(O)=O)CC1C=C2C(C=CC=C2)=CC=1.